This data is from Full USPTO retrosynthesis dataset with 1.9M reactions from patents (1976-2016). The task is: Predict the reactants needed to synthesize the given product. (1) Given the product [CH2:27]([O:18][C:9]1[CH:10]=[C:11]([CH:16]=[CH:17][C:8]=1[CH2:7][C:6]1[CH:5]=[CH:4][C:3]([CH2:1][CH3:2])=[CH:20][CH:19]=1)[CH2:12][OH:14])[C:28]1[CH:33]=[CH:32][CH:31]=[CH:30][CH:29]=1, predict the reactants needed to synthesize it. The reactants are: [CH2:1]([C:3]1[CH:20]=[CH:19][C:6]([CH2:7][C:8]2[CH:17]=[CH:16][C:11]([C:12]([O:14]C)=O)=[CH:10][C:9]=2[OH:18])=[CH:5][CH:4]=1)[CH3:2].C(=O)([O-])[O-].[K+].[K+].[CH2:27](Br)[C:28]1[CH:33]=[CH:32][CH:31]=[CH:30][CH:29]=1.O. (2) Given the product [Br:7][CH2:20][C:19]([C:16]1[CH:17]=[C:18]2[C:13]([CH:12]=[N:11][NH:10]2)=[CH:14][CH:15]=1)=[O:21], predict the reactants needed to synthesize it. The reactants are: C1CNC(=O)C1.[Br:7][Br-]Br.[NH:10]1[C:18]2[C:13](=[CH:14][CH:15]=[C:16]([C:19](=[O:21])[CH3:20])[CH:17]=2)[CH:12]=[N:11]1.O. (3) Given the product [C:13]1([C:17]2[CH:18]=[CH:19][CH:20]=[CH:21][CH:22]=2)[CH:14]=[CH:15][CH:16]=[C:11]([N:9]2[CH:10]=[C:6]([C:4]([C:25]3[CH:30]=[CH:29][C:28]([O:31][CH3:32])=[CH:27][CH:26]=3)=[O:5])[N:7]=[CH:8]2)[CH:12]=1, predict the reactants needed to synthesize it. The reactants are: CON(C)[C:4]([C:6]1[N:7]=[CH:8][N:9]([C:11]2[CH:12]=[C:13]([C:17]3[CH:22]=[CH:21][CH:20]=[CH:19][CH:18]=3)[CH:14]=[CH:15][CH:16]=2)[CH:10]=1)=[O:5].Br[C:25]1[CH:30]=[CH:29][C:28]([O:31][CH3:32])=[CH:27][CH:26]=1. (4) Given the product [CH3:13][C:14]([CH3:19])([CH2:21][C:22]1[CH:27]=[CH:26][CH:25]=[C:24]([N+:28]([O-:30])=[O:29])[CH:23]=1)[C:15]([O:17][CH3:18])=[O:16], predict the reactants needed to synthesize it. The reactants are: C(NC(C)C)(C)C.C([Li])CCC.[CH3:13][CH:14]([CH3:19])[C:15]([O:17][CH3:18])=[O:16].Br[CH2:21][C:22]1[CH:27]=[CH:26][CH:25]=[C:24]([N+:28]([O-:30])=[O:29])[CH:23]=1.[Cl-].[NH4+]. (5) Given the product [CH2:1]([O:3][C:4]([C:6]1([C:9]2[CH:14]=[CH:13][CH:12]=[CH:11][C:10]=2[B:16]2[O:20][C:19]([CH3:22])([CH3:21])[C:18]([CH3:24])([CH3:23])[O:17]2)[CH2:8][CH2:7]1)=[O:5])[CH3:2], predict the reactants needed to synthesize it. The reactants are: [CH2:1]([O:3][C:4]([C:6]1([C:9]2[CH:14]=[CH:13][CH:12]=[CH:11][C:10]=2Br)[CH2:8][CH2:7]1)=[O:5])[CH3:2].[B:16]1([B:16]2[O:20][C:19]([CH3:22])([CH3:21])[C:18]([CH3:24])([CH3:23])[O:17]2)[O:20][C:19]([CH3:22])([CH3:21])[C:18]([CH3:24])([CH3:23])[O:17]1. (6) Given the product [N+:32]([O-:35])([OH:34])=[O:33].[C:1]([N:4]1[CH2:8][C@H:7]([OH:9])[CH2:6][C@H:5]1[C:10]([NH:12][C@H:13]([C:21]([C:23]1[S:24][C:25]2[CH:31]=[CH:30][CH:29]=[CH:28][C:26]=2[N:27]=1)=[O:22])[CH2:14][CH2:15][CH2:16][NH:17][CH:18]=[N:19][NH2:20])=[O:11])(=[O:3])[CH3:2], predict the reactants needed to synthesize it. The reactants are: [C:1]([N:4]1[CH2:8][C@H:7]([OH:9])[CH2:6][C@H:5]1[C:10]([NH:12][C@H:13]([C:21]([C:23]1[S:24][C:25]2[CH:31]=[CH:30][CH:29]=[CH:28][C:26]=2[N:27]=1)=[O:22])[CH2:14][CH2:15][CH2:16][NH:17][CH:18]=[N:19][NH2:20])=[O:11])(=[O:3])[CH3:2].[N+:32]([O-:35])([OH:34])=[O:33]. (7) Given the product [Cl:1][C:2]1[CH:3]=[N:4][C:5]2[C:10]([CH:11]=1)=[CH:9][C:8]([CH2:12][Cl:17])=[CH:7][C:6]=2[F:14], predict the reactants needed to synthesize it. The reactants are: [Cl:1][C:2]1[CH:3]=[N:4][C:5]2[C:10]([CH:11]=1)=[CH:9][C:8]([CH2:12]O)=[CH:7][C:6]=2[F:14].O=S(Cl)[Cl:17].